From a dataset of Acute oral toxicity (LD50) regression data from Zhu et al.. Regression/Classification. Given a drug SMILES string, predict its toxicity properties. Task type varies by dataset: regression for continuous values (e.g., LD50, hERG inhibition percentage) or binary classification for toxic/non-toxic outcomes (e.g., AMES mutagenicity, cardiotoxicity, hepatotoxicity). Dataset: ld50_zhu. (1) The molecule is CCCCOC(=O)CC(C)=O. The rat oral LD50 is 1.15, given as -log10 of the dose in mol/kg body weight (higher means more acutely toxic). (2) The drug is CNCCC(Oc1ccc(C(F)(F)F)cc1)c1ccccc1. The rat oral LD50 is 2.57, given as -log10 of the dose in mol/kg body weight (higher means more acutely toxic). (3) The drug is O=[N+]([O-])c1ccc(-c2ccccc2)cc1. The rat oral LD50 is 1.95, given as -log10 of the dose in mol/kg body weight (higher means more acutely toxic).